Dataset: Reaction yield outcomes from USPTO patents with 853,638 reactions. Task: Predict the reaction yield, written as a fraction of the theoretical maximum amount of product (1.0 means a 100% yield; for example, 0.34 means a 34% yield). The reactants are [Br:1][C:2]1[CH:9]=[CH:8][C:5]([C:6]#[N:7])=[CH:4][CH:3]=1.[N+:10]([O-])([OH:12])=[O:11]. The catalyst is OS(O)(=O)=O. The product is [Br:1][C:2]1[CH:9]=[CH:8][C:5]([C:6]#[N:7])=[CH:4][C:3]=1[N+:10]([O-:12])=[O:11]. The yield is 0.560.